This data is from Forward reaction prediction with 1.9M reactions from USPTO patents (1976-2016). The task is: Predict the product of the given reaction. (1) Given the reactants Br[C:2]1[CH:3]=[C:4]([O:12][CH3:13])[C:5]([O:10][CH3:11])=[C:6]([O:8][CH3:9])[CH:7]=1.C([Li])(C)(C)C.[CH3:19][C:20]12[CH:29]([CH:30]=[O:31])[CH2:28][CH2:27][CH:26]=[C:25]1[CH2:24][C:23]1([S:35][CH2:34][CH2:33][S:32]1)[CH2:22][CH2:21]2, predict the reaction product. The product is: [CH3:19][C:20]12[CH:29]([CH:30]([C:2]3[CH:3]=[C:4]([O:12][CH3:13])[C:5]([O:10][CH3:11])=[C:6]([O:8][CH3:9])[CH:7]=3)[OH:31])[CH2:28][CH2:27][CH:26]=[C:25]1[CH2:24][C:23]1([S:32][CH2:33][CH2:34][S:35]1)[CH2:22][CH2:21]2. (2) Given the reactants [C:1]([C:3]1[CH:4]=[C:5]([C:9]2[CH:14]=[CH:13][C:12]([C:15]3[C:21]4[C:22]([CH3:27])=[C:23]([CH:25]=[O:26])[S:24][C:20]=4[N:19]4[C:28]([CH3:31])=[N:29][N:30]=[C:18]4[C@H:17]([CH2:32][C:33]([O:35][CH3:36])=[O:34])[N:16]=3)=[CH:11][CH:10]=2)[CH:6]=[CH:7][CH:8]=1)#[N:2].P([O-])(O)(O)=[O:38].[Na+].OO.Cl([O-])=O.[Na+].S([O-])([O-])=O.[Na+].[Na+], predict the reaction product. The product is: [C:1]([C:3]1[CH:4]=[C:5]([C:9]2[CH:10]=[CH:11][C:12]([C:15]3[C:21]4[C:22]([CH3:27])=[C:23]([C:25]([OH:38])=[O:26])[S:24][C:20]=4[N:19]4[C:28]([CH3:31])=[N:29][N:30]=[C:18]4[C@H:17]([CH2:32][C:33]([O:35][CH3:36])=[O:34])[N:16]=3)=[CH:13][CH:14]=2)[CH:6]=[CH:7][CH:8]=1)#[N:2]. (3) Given the reactants [C:1]([C:3]1[CH:10]=[CH:9][C:6]([CH:7]=O)=[CH:5][CH:4]=1)#[N:2].[F:11][C:12]1[CH:13]=[C:14]2[C:18](=[CH:19][C:20]=1[F:21])[NH:17][C:16]([C:22]1[CH:23]=[CH:24][C:25]([O:29][CH3:30])=[C:26]([NH2:28])[CH:27]=1)=[CH:15]2.C(O[BH-](OC(=O)C)OC(=O)C)(=O)C.[Na+].C(=O)(O)[O-].[Na+], predict the reaction product. The product is: [F:11][C:12]1[CH:13]=[C:14]2[C:18](=[CH:19][C:20]=1[F:21])[NH:17][C:16]([C:22]1[CH:23]=[CH:24][C:25]([O:29][CH3:30])=[C:26]([NH:28][CH2:7][C:6]3[CH:9]=[CH:10][C:3]([C:1]#[N:2])=[CH:4][CH:5]=3)[CH:27]=1)=[CH:15]2. (4) Given the reactants [N:1]1[CH:6]=[CH:5][CH:4]=[C:3]([C:7]2[CH:8]=[C:9]3[CH2:15][CH2:14][NH:13][C:10]3=[N:11][CH:12]=2)[CH:2]=1.[C:16]([N:24]=C=O)(=[O:23])C1C=CC=CC=1.C([O-])([O-])=O.[K+].[K+].CS(C)=O, predict the reaction product. The product is: [N:1]1[CH:6]=[CH:5][CH:4]=[C:3]([C:7]2[CH:8]=[C:9]3[CH2:15][CH2:14][N:13]([C:16]([NH2:24])=[O:23])[C:10]3=[N:11][CH:12]=2)[CH:2]=1. (5) The product is: [Br:1][C:2]1[C:3]([CH3:9])=[C:4]([NH:5][CH2:16][C:17]([C:19]2[CH:24]=[CH:23][CH:22]=[CH:21][CH:20]=2)=[O:18])[CH:6]=[CH:7][CH:8]=1. Given the reactants [Br:1][C:2]1[C:3]([CH3:9])=[C:4]([CH:6]=[CH:7][CH:8]=1)[NH2:5].C(=O)(O)[O-].[Na+].Br[CH2:16][C:17]([C:19]1[CH:24]=[CH:23][CH:22]=[CH:21][CH:20]=1)=[O:18], predict the reaction product. (6) The product is: [F:29][C:30]1[CH:31]=[CH:32][C:33]([NH:36][C:21]([C@H:20]2[N:16]([C:14](=[O:15])[C@@H:13]([CH2:12][N:3]([CH:1]=[O:2])[O:4][CH2:5][C:6]3[CH:11]=[CH:10][CH:9]=[CH:8][CH:7]=3)[CH2:24][CH2:25][CH2:26][CH2:27][CH3:28])[N:17]=[CH:18][CH2:19]2)=[O:22])=[N:34][CH:35]=1. Given the reactants [CH:1]([N:3]([CH2:12][C@@H:13]([CH2:24][CH2:25][CH2:26][CH2:27][CH3:28])[C:14]([N:16]1[C@H:20]([C:21](O)=[O:22])[CH2:19][CH:18]=[N:17]1)=[O:15])[O:4][CH2:5][C:6]1[CH:11]=[CH:10][CH:9]=[CH:8][CH:7]=1)=[O:2].[F:29][C:30]1[CH:31]=[CH:32][C:33]([NH2:36])=[N:34][CH:35]=1.CN1CCOCC1.ClC1N=C(OC)N=C(OC)N=1, predict the reaction product. (7) Given the reactants P(Cl)(Cl)([Cl:3])=O.[Cl:6][C:7]1[C:8]([CH3:23])=[C:9]([N:13]2[C:17]3=[N:18][CH:19]=[N:20][C:21](O)=[C:16]3[CH:15]=[N:14]2)[CH:10]=[CH:11][CH:12]=1, predict the reaction product. The product is: [Cl:3][C:21]1[N:20]=[CH:19][N:18]=[C:17]2[N:13]([C:9]3[CH:10]=[CH:11][CH:12]=[C:7]([Cl:6])[C:8]=3[CH3:23])[N:14]=[CH:15][C:16]=12.